Dataset: Reaction yield outcomes from USPTO patents with 853,638 reactions. Task: Predict the reaction yield, written as a fraction of the theoretical maximum amount of product (1.0 means a 100% yield; for example, 0.34 means a 34% yield). The reactants are [CH2:1]([NH:8][CH:9]1[CH2:12][N:11]([C:13]([O:15][C:16]([CH3:19])([CH3:18])[CH3:17])=[O:14])[CH2:10]1)[C:2]1[CH:7]=[CH:6][CH:5]=[CH:4][CH:3]=1.CI.[C:22](=O)([O-])[O-].[Cs+].[Cs+]. The catalyst is CN(C=O)C.C(OCC)(=O)C. The product is [CH2:1]([N:8]([CH3:22])[CH:9]1[CH2:12][N:11]([C:13]([O:15][C:16]([CH3:19])([CH3:18])[CH3:17])=[O:14])[CH2:10]1)[C:2]1[CH:3]=[CH:4][CH:5]=[CH:6][CH:7]=1. The yield is 0.720.